Dataset: Forward reaction prediction with 1.9M reactions from USPTO patents (1976-2016). Task: Predict the product of the given reaction. (1) Given the reactants Br[C:2]1[CH:3]=[C:4]([C:8]2[CH:13]=[CH:12][CH:11]=[CH:10][CH:9]=2)[CH:5]=[CH:6][CH:7]=1.C([Li])(C)(C)C.[S:19](Cl)([Cl:22])(=[O:21])=[O:20], predict the reaction product. The product is: [C:4]1([C:8]2[CH:13]=[CH:12][CH:11]=[CH:10][CH:9]=2)[CH:5]=[CH:6][CH:7]=[C:2]([S:19]([Cl:22])(=[O:21])=[O:20])[CH:3]=1. (2) The product is: [Cl:1][C:2]1[CH:3]=[C:4]([C@@H:9]([C@@H:18]2[CH2:23][CH2:22][CH2:21][N:20]([C:24](=[O:37])[NH:25][C@@H:26]([CH2:30][C@H:31]3[CH2:36][CH2:35][CH2:34][O:33][CH2:32]3)[CH2:27][NH:28][CH3:29])[CH2:19]2)[O:10][CH2:11][CH2:12][NH:13][C:14](=[O:17])[O:15][CH3:16])[CH:5]=[C:6]([F:8])[CH:7]=1. Given the reactants [Cl:1][C:2]1[CH:3]=[C:4]([C@@H:9]([C@@H:18]2[CH2:23][CH2:22][CH2:21][N:20]([C:24](=[O:37])[NH:25][C@@H:26]([CH2:30][C@@H:31]3[CH2:36][CH2:35][CH2:34][O:33][CH2:32]3)[CH2:27][NH:28][CH3:29])[CH2:19]2)[O:10][CH2:11][CH2:12][NH:13][C:14](=[O:17])[O:15][CH3:16])[CH:5]=[C:6]([F:8])[CH:7]=1.ClC1C=C([C@@H]([C@@H]2CCCN(C(=O)N[C@H](CC3CCCOC3)CNC)C2)OCCNC(=O)OC)C=C(F)C=1, predict the reaction product. (3) Given the reactants [F:1][C:2]([F:19])([F:18])[C:3]1[CH:17]=[CH:16][C:6]([CH2:7][O:8][C:9]2[CH:14]=[CH:13][C:12]([NH2:15])=[CH:11][CH:10]=2)=[CH:5][CH:4]=1.[CH3:20][O:21][C:22](=[O:27])[CH2:23][C:24](Cl)=[O:25], predict the reaction product. The product is: [CH3:20][O:21][C:22](=[O:27])[CH2:23][C:24]([NH:15][C:12]1[CH:13]=[CH:14][C:9]([O:8][CH2:7][C:6]2[CH:16]=[CH:17][C:3]([C:2]([F:18])([F:19])[F:1])=[CH:4][CH:5]=2)=[CH:10][CH:11]=1)=[O:25]. (4) Given the reactants [C:1]1([O:7][P:8]([CH2:11][C:12]([CH3:35])=[CH:13][CH2:14][C:15]2[C:16]([O:28][CH2:29][CH2:30][Si:31]([CH3:34])([CH3:33])[CH3:32])=[C:17]3[C:21](=[C:22]([CH3:26])[C:23]=2[O:24][CH3:25])[CH2:20][O:19][C:18]3=[O:27])(=[O:10])[OH:9])[CH:6]=[CH:5][CH:4]=[CH:3][CH:2]=1.[C:36]([O:41][CH2:42][CH3:43])(=[O:40])[C@H:37]([CH3:39])O.C1CN([P+](ON2N=NC3C=CC=CC2=3)(N2CCCC2)N2CCCC2)CC1.F[P-](F)(F)(F)(F)F, predict the reaction product. The product is: [CH2:42]([O:41][C:36](=[O:40])[CH:37]([O:10][P:8]([CH2:11][C:12]([CH3:35])=[CH:13][CH2:14][C:15]1[C:16]([O:28][CH2:29][CH2:30][Si:31]([CH3:34])([CH3:32])[CH3:33])=[C:17]2[C:21](=[C:22]([CH3:26])[C:23]=1[O:24][CH3:25])[CH2:20][O:19][C:18]2=[O:27])([O:7][C:1]1[CH:2]=[CH:3][CH:4]=[CH:5][CH:6]=1)=[O:9])[CH3:39])[CH3:43].